From a dataset of PAMPA permeability data for FDA-approved drugs from NCATS. Regression/Classification. Given a drug SMILES string, predict its absorption, distribution, metabolism, or excretion properties. Task type varies by dataset: regression for continuous measurements (e.g., permeability, clearance, half-life) or binary classification for categorical outcomes (e.g., BBB penetration, CYP inhibition). Dataset: approved_pampa_ncats. (1) The compound is C1C[C@H]2C(=O)N[C@@H](CSSCCC(=O)N[C@H](C(=O)NCC(=O)N[C@H](C(=O)N[C@H](C(=O)N2C1)CC3=CNC4=CC=CC=C43)CC(=O)O)CCCCN=C(N)N)C(=O)N. The result is 1 (high permeability). (2) The compound is COc1cc2nccc(Oc3ccc(NC(=O)NC4CC4)c(Cl)c3)c2cc1C(N)=O. The result is 0 (low-to-moderate permeability).